From a dataset of Retrosynthesis with 50K atom-mapped reactions and 10 reaction types from USPTO. Predict the reactants needed to synthesize the given product. (1) Given the product O=C(N[C@H]1CCCC[C@@H]1O)c1c[nH]c2cccnc12, predict the reactants needed to synthesize it. The reactants are: CC(C)(C)OC(=O)n1cc(C(=O)N[C@H]2CCCC[C@@H]2O)c2ncccc21. (2) The reactants are: N#Cc1ccccc1S(=O)(=O)N1CCCC1. Given the product NCc1ccccc1S(=O)(=O)N1CCCC1, predict the reactants needed to synthesize it. (3) Given the product Cc1c(F)c(O)c(C(=O)Nc2ccc(Cl)nn2)c(=O)n1C, predict the reactants needed to synthesize it. The reactants are: CCOC(=O)c1c(O)c(F)c(C)n(C)c1=O.Nc1ccc(Cl)nn1. (4) The reactants are: CC1CC2(CCC1=O)OCCO2.NCc1ccccc1. Given the product CC1CC2(CCC1=NCc1ccccc1)OCCO2, predict the reactants needed to synthesize it. (5) Given the product COc1ccc(C2=NN(C3CCN(S(=O)(=O)c4ccccc4Cl)CC3)C(=O)C2(C)C)cc1OC, predict the reactants needed to synthesize it. The reactants are: COc1ccc(C2=NN(C3CCNCC3)C(=O)C2(C)C)cc1OC.O=S(=O)(Cl)c1ccccc1Cl. (6) Given the product C=Cc1ccc2nc(-c3cc(C)c(OCCO[Si](C)(C)C(C)(C)C)c(C)c3)[nH]c(=O)c2c1, predict the reactants needed to synthesize it. The reactants are: CC#N.Cc1cc(-c2nc3ccc(Br)cc3c(=O)[nH]2)cc(C)c1OCCO[Si](C)(C)C(C)(C)C. (7) Given the product [N-]=[N+]=NCc1ccc(-c2ccc3c(nnn3CC3CC3)c2C(F)(F)F)cc1, predict the reactants needed to synthesize it. The reactants are: CS(=O)(=O)OCc1ccc(-c2ccc3c(nnn3CC3CC3)c2C(F)(F)F)cc1.[N-]=[N+]=[N-].